Task: Predict which catalyst facilitates the given reaction.. Dataset: Catalyst prediction with 721,799 reactions and 888 catalyst types from USPTO (1) Reactant: C(OC([N:6]1[CH2:11][CH2:10][C:9](=[C:12]2[C:18]3=[N:19][CH:20]=[CH:21][CH:22]=[C:17]3[CH2:16][CH2:15][C:14]3[CH:23]=[C:24]([Cl:27])[CH:25]=[CH:26][C:13]2=3)[CH2:8][CH2:7]1)=O)C. Product: [CH:21]1[CH:20]=[N:19][C:18]2[C:12]([C:13]3[CH:26]=[CH:25][C:24]([Cl:27])=[CH:23][C:14]=3[CH2:15][CH2:16][C:17]=2[CH:22]=1)=[C:9]1[CH2:10][CH2:11][NH:6][CH2:7][CH2:8]1. The catalyst class is: 65. (2) Reactant: [C:1]([O-:9])(=[O:8])[C:2]1[CH:7]=[CH:6][CH:5]=[CH:4][CH:3]=1.C1COCC1.O[Li].O. Product: [C:1]([OH:9])(=[O:8])[C:2]1[CH:7]=[CH:6][CH:5]=[CH:4][CH:3]=1. The catalyst class is: 6. (3) Reactant: C(OC([N:8]1[CH:12]=[C:11]([C:13]2[CH:14]=[C:15]3[C:20](=[CH:21][CH:22]=2)[N:19]=[C:18]([NH:23][C@@H:24]([C:26]2[CH:31]=[CH:30][CH:29]=[C:28]([Cl:32])[CH:27]=2)[CH3:25])[CH:17]=[N:16]3)[CH:10]=[N:9]1)=O)(C)(C)C.Cl. Product: [ClH:32].[Cl:32][C:28]1[CH:27]=[C:26]([C@H:24]([NH:23][C:18]2[CH:17]=[N:16][C:15]3[C:20](=[CH:21][CH:22]=[C:13]([C:11]4[CH:10]=[N:9][NH:8][CH:12]=4)[CH:14]=3)[N:19]=2)[CH3:25])[CH:31]=[CH:30][CH:29]=1. The catalyst class is: 12. (4) Reactant: [CH2:1]([Br:8])[C:2]1[CH:7]=[CH:6][CH:5]=[CH:4][CH:3]=1.[CH:9]([C:12]1[CH:17]=[CH:16][N:15]=[CH:14][CH:13]=1)([CH3:11])[CH3:10]. Product: [Br-:8].[CH2:1]([N+:15]1[CH:16]=[CH:17][C:12]([CH:9]([CH3:11])[CH3:10])=[CH:13][CH:14]=1)[C:2]1[CH:7]=[CH:6][CH:5]=[CH:4][CH:3]=1. The catalyst class is: 21. (5) Reactant: C(OC([N:8]1[C:16]2[C:11](=[C:12]([NH:26][C:27]3[CH:32]=[CH:31][C:30]([I:33])=[CH:29][C:28]=3[F:34])[C:13]([NH:19][S:20]([CH:23]3[CH2:25][CH2:24]3)(=[O:22])=[O:21])=[C:14]([O:17][CH3:18])[CH:15]=2)[CH:10]=[N:9]1)=O)(C)(C)C.C(O)(C(F)(F)F)=O. Product: [F:34][C:28]1[CH:29]=[C:30]([I:33])[CH:31]=[CH:32][C:27]=1[NH:26][C:12]1[C:13]([NH:19][S:20]([CH:23]2[CH2:24][CH2:25]2)(=[O:22])=[O:21])=[C:14]([O:17][CH3:18])[CH:15]=[C:16]2[C:11]=1[CH:10]=[N:9][NH:8]2. The catalyst class is: 2. (6) Reactant: C([O:3][C:4](=[O:36])[C:5]1[CH:10]=[CH:9][C:8]([NH:11][C:12]([C:14]2[CH:22]=[C:21]3[C:17]([CH2:18][CH2:19][N:20]3[S:23]([C:26]3[CH:31]=[C:30]([Cl:32])[CH:29]=[CH:28][C:27]=3[O:33][CH3:34])(=[O:25])=[O:24])=[C:16]([CH3:35])[CH:15]=2)=[O:13])=[CH:7][CH:6]=1)C.[OH-].[K+]. Product: [Cl:32][C:30]1[CH:29]=[CH:28][C:27]([O:33][CH3:34])=[C:26]([S:23]([N:20]2[C:21]3[C:17](=[C:16]([CH3:35])[CH:15]=[C:14]([C:12]([NH:11][C:8]4[CH:9]=[CH:10][C:5]([C:4]([OH:36])=[O:3])=[CH:6][CH:7]=4)=[O:13])[CH:22]=3)[CH2:18][CH2:19]2)(=[O:25])=[O:24])[CH:31]=1. The catalyst class is: 8. (7) Reactant: [CH3:1][O:2][C:3]1[CH:4]=[C:5](/[CH:15]=[CH:16]/[C:17]([NH:19][NH:20][C:21](=[O:34])[CH:22]([C:27]2[CH:32]=[CH:31][C:30]([Cl:33])=[CH:29][CH:28]=2)[CH2:23][CH2:24][CH2:25][Cl:26])=O)[CH:6]=[CH:7][C:8]=1[N:9]1[CH:13]=[C:12]([CH3:14])[N:11]=[CH:10]1. Product: [Cl:26][CH2:25][CH2:24][CH2:23][CH:22]([C:21]1[O:34][C:17](/[CH:16]=[CH:15]/[C:5]2[CH:6]=[CH:7][C:8]([N:9]3[CH:13]=[C:12]([CH3:14])[N:11]=[CH:10]3)=[C:3]([O:2][CH3:1])[CH:4]=2)=[N:19][N:20]=1)[C:27]1[CH:32]=[CH:31][C:30]([Cl:33])=[CH:29][CH:28]=1. The catalyst class is: 286.